From a dataset of TCR-epitope binding with 47,182 pairs between 192 epitopes and 23,139 TCRs. Binary Classification. Given a T-cell receptor sequence (or CDR3 region) and an epitope sequence, predict whether binding occurs between them. (1) The epitope is NEGVKAAW. The TCR CDR3 sequence is CASSFTSGSYGSSYNEQFF. Result: 1 (the TCR binds to the epitope). (2) The epitope is KAYNVTQAF. The TCR CDR3 sequence is CSARDLEVLSYEQYF. Result: 0 (the TCR does not bind to the epitope). (3) The epitope is YLKLTDNVYIK. The TCR CDR3 sequence is CASSRVLGSSTDTQYF. Result: 0 (the TCR does not bind to the epitope). (4) The TCR CDR3 sequence is CASSYGPPFGEQFF. The epitope is AYILFTRFFYV. Result: 0 (the TCR does not bind to the epitope). (5) The epitope is FLPRVFSAV. The TCR CDR3 sequence is CASSSPLTKYSGANVLTF. Result: 1 (the TCR binds to the epitope). (6) The epitope is YLDAYNMMI. The TCR CDR3 sequence is CASSQHRENTEAFF. Result: 0 (the TCR does not bind to the epitope).